From a dataset of Reaction yield outcomes from USPTO patents with 853,638 reactions. Predict the reaction yield, written as a fraction of the theoretical maximum amount of product (1.0 means a 100% yield; for example, 0.34 means a 34% yield). (1) The reactants are [Cl:1][C:2]1[CH:7]=[CH:6][N:5]=[C:4]2[N:8](CC3C=CC(OC)=CC=3)[N:9]=[CH:10][C:3]=12. The catalyst is C(O)(C(F)(F)F)=O. The product is [Cl:1][C:2]1[CH:7]=[CH:6][N:5]=[C:4]2[NH:8][N:9]=[CH:10][C:3]=12. The yield is 1.00. (2) The reactants are C(OC([N:8]1[CH2:13][CH2:12][N:11]([CH:14]([C:18]2[CH:23]=[CH:22][CH:21]=[C:20]([O:24][CH3:25])[CH:19]=2)[C:15]([OH:17])=O)[CH2:10][CH2:9]1)=O)(C)(C)C.[CH3:26][O:27][C:28]1[C:29]([C:41]#[N:42])=[CH:30][C:31]2[C:36]([C:37]=1[CH2:38][NH:39][CH3:40])=[CH:35][CH:34]=[CH:33][CH:32]=2.C1C=CC2N(O)N=NC=2C=1.Cl.CN(C)CCCN=C=NCC. The catalyst is C(Cl)Cl. The product is [C:41]([C:29]1[C:28]([O:27][CH3:26])=[C:37]([CH2:38][N:39]([CH3:40])[C:15](=[O:17])[CH:14]([C:18]2[CH:23]=[CH:22][CH:21]=[C:20]([O:24][CH3:25])[CH:19]=2)[N:11]2[CH2:10][CH2:9][NH:8][CH2:13][CH2:12]2)[C:36]2[C:31]([CH:30]=1)=[CH:32][CH:33]=[CH:34][CH:35]=2)#[N:42]. The yield is 0.770. (3) The reactants are [CH3:1][C@@H:2]1[CH2:7][NH:6][CH2:5][CH2:4][NH:3]1.C(N(CC)CC)C.CC(OC(OC(OC(C)(C)C)=O)=O)(C)C.[C:30](Cl)([O:32][CH2:33][C:34]1[CH:39]=[CH:38][CH:37]=[CH:36][CH:35]=1)=[O:31].Cl. The catalyst is C(Cl)Cl. The product is [CH3:1][C@@H:2]1[CH2:7][NH:6][CH2:5][CH2:4][N:3]1[C:30]([O:32][CH2:33][C:34]1[CH:39]=[CH:38][CH:37]=[CH:36][CH:35]=1)=[O:31]. The yield is 0.450. (4) The reactants are [Br:1][C:2]1[CH:3]=[C:4]([N:8]2[C:16]3[C:11](=[CH:12][CH:13]=[CH:14][CH:15]=3)[C:10]([CH:17]=[O:18])=[C:9]2Cl)[CH:5]=[CH:6][CH:7]=1.[NH:20]1[CH2:25][CH2:24][NH:23][CH2:22][CH2:21]1. No catalyst specified. The product is [Br:1][C:2]1[CH:3]=[C:4]([N:8]2[C:16]3[C:11](=[CH:12][CH:13]=[CH:14][CH:15]=3)[C:10]([CH:17]=[O:18])=[C:9]2[N:20]2[CH2:25][CH2:24][NH:23][CH2:22][CH2:21]2)[CH:5]=[CH:6][CH:7]=1. The yield is 0.310. (5) The reactants are [NH:1]1[C:5]([C:6]2[C:14]3[C:9](=[CH:10][CH:11]=[C:12]([C:15]4[CH:20]=[N:19][CH:18]=[C:17]5[NH:21][CH:22]=[CH:23][C:16]=45)[CH:13]=3)[N:8](C3CCCCO3)[N:7]=2)=[CH:4][N:3]=[CH:2]1.C([SiH](CC)CC)C. The catalyst is FC(F)(F)C(O)=O.C(Cl)Cl. The product is [NH:1]1[C:5]([C:6]2[C:14]3[C:9](=[CH:10][CH:11]=[C:12]([C:15]4[CH:20]=[N:19][CH:18]=[C:17]5[NH:21][CH:22]=[CH:23][C:16]=45)[CH:13]=3)[NH:8][N:7]=2)=[CH:4][N:3]=[CH:2]1. The yield is 0.170. (6) The reactants are [OH-].[Na+].C([O:6][CH2:7][CH:8]1[CH2:17][C:16]2[C:11](=[C:12]3[CH2:22][C:21]([CH3:24])([CH3:23])[O:20][C:13]3=[C:14]([O:18][CH3:19])[CH:15]=2)[C:10]([C:25]2[CH:30]=[CH:29][CH:28]=[CH:27][CH:26]=2)=[N:9]1)(=O)C.O. The catalyst is CO.O1CCCC1. The product is [CH3:19][O:18][C:14]1[CH:15]=[C:16]2[C:11](=[C:12]3[CH2:22][C:21]([CH3:24])([CH3:23])[O:20][C:13]=13)[C:10]([C:25]1[CH:30]=[CH:29][CH:28]=[CH:27][CH:26]=1)=[N:9][CH:8]([CH2:7][OH:6])[CH2:17]2. The yield is 0.620. (7) The reactants are [Br:1][CH2:2][C:3]1[C:12]2[C:7](=[CH:8][CH:9]=[CH:10][CH:11]=2)[C:6]([C:13]#N)=[CH:5][CH:4]=1.CC(C[AlH]CC(C)C)C.Cl.[OH2:25]. The catalyst is C1(C)C=CC=CC=1. The product is [Br:1][CH2:2][C:3]1[C:12]2[C:7](=[CH:8][CH:9]=[CH:10][CH:11]=2)[C:6]([CH:13]=[O:25])=[CH:5][CH:4]=1. The yield is 0.880. (8) The reactants are [CH2:1]([O:8][C@@H:9]1[C@@:13]([CH2:23][OH:24])([CH2:14][O:15][CH2:16][C:17]2[CH:22]=[CH:21][CH:20]=[CH:19][CH:18]=2)[O:12][C@@H:11]([N:25]2[CH:33]=[C:31]([CH3:32])[C:29](=[O:30])[NH:28][C:26]2=[O:27])[C@@H:10]1[OH:34])[C:2]1[CH:7]=[CH:6][CH:5]=[CH:4][CH:3]=1.[C:35]1([CH3:45])[CH:40]=[CH:39][C:38]([S:41](Cl)(=[O:43])=[O:42])=[CH:37][CH:36]=1. The catalyst is CN(C1C=CN=CC=1)C.ClCCl. The product is [CH2:1]([O:8][C@@H:9]1[C@@:13]([CH2:23][O:24][S:41]([C:38]2[CH:39]=[CH:40][C:35]([CH3:45])=[CH:36][CH:37]=2)(=[O:43])=[O:42])([CH2:14][O:15][CH2:16][C:17]2[CH:22]=[CH:21][CH:20]=[CH:19][CH:18]=2)[O:12][C@@H:11]([N:25]2[CH:33]=[C:31]([CH3:32])[C:29](=[O:30])[NH:28][C:26]2=[O:27])[C@@H:10]1[O:34][S:41]([C:38]1[CH:39]=[CH:40][C:35]([CH3:45])=[CH:36][CH:37]=1)(=[O:43])=[O:42])[C:2]1[CH:3]=[CH:4][CH:5]=[CH:6][CH:7]=1. The yield is 0.800. (9) The reactants are Cl.[Cl:2][C:3]1[CH:4]=[C:5]([C:8]2[O:12][N:11]=[C:10]([C@H:13]3[CH2:18][CH2:17][CH2:16][NH:15][CH2:14]3)[N:9]=2)[NH:6][CH:7]=1.[F:19][C:20]1[CH:21]=[N:22][CH:23]=[CH:24][C:25]=1[C:26](O)=[O:27]. No catalyst specified. The product is [Cl:2][C:3]1[CH:4]=[C:5]([C:8]2[O:12][N:11]=[C:10]([C@H:13]3[CH2:18][CH2:17][CH2:16][N:15]([C:26]([C:25]4[CH:24]=[CH:23][N:22]=[CH:21][C:20]=4[F:19])=[O:27])[CH2:14]3)[N:9]=2)[NH:6][CH:7]=1. The yield is 0.180. (10) The reactants are [F:1][C:2]([F:31])([F:30])[C:3]1[CH:4]=[C:5]([NH:9][C:10](=[O:29])[NH:11][C:12]2[CH:17]=[CH:16][C:15](C3SC(CCC(OC)=O)=NC=3)=[CH:14][CH:13]=2)[CH:6]=[CH:7][CH:8]=1.[N+](C1C=CC([C:41]2[CH:45]=[CH:44][N:43]([CH:46]3[CH2:51][CH2:50][CH:49]([C:52]([O:54][CH2:55][CH3:56])=[O:53])[CH2:48][CH2:47]3)[N:42]=2)=CC=1)([O-])=O.N(C1C=CC=C(C(F)(F)F)C=1)=C=O. No catalyst specified. The product is [F:1][C:2]([F:30])([F:31])[C:3]1[CH:4]=[C:5]([NH:9][C:10](=[O:29])[NH:11][C:12]2[CH:17]=[CH:16][C:15]([C:41]3[CH:45]=[CH:44][N:43]([CH:46]4[CH2:47][CH2:48][CH:49]([C:52]([O:54][CH2:55][CH3:56])=[O:53])[CH2:50][CH2:51]4)[N:42]=3)=[CH:14][CH:13]=2)[CH:6]=[CH:7][CH:8]=1. The yield is 0.810.